From a dataset of Full USPTO retrosynthesis dataset with 1.9M reactions from patents (1976-2016). Predict the reactants needed to synthesize the given product. Given the product [OH:10][C@H:6]([CH:7]([CH3:9])[CH3:8])[C@H:2]([NH:1][C:11]([O:14][CH2:26][CH2:25][CH2:24][CH2:23][CH2:22][C:16]1[CH:21]=[CH:20][CH:19]=[CH:18][CH:17]=1)=[O:12])[C:3]([OH:5])=[O:4], predict the reactants needed to synthesize it. The reactants are: [NH2:1][C@@H:2]([C@H:6]([OH:10])[CH:7]([CH3:9])[CH3:8])[C:3]([OH:5])=[O:4].[C:11]([O-:14])(O)=[O:12].[Na+].[C:16]1([CH2:22][CH2:23][CH2:24][CH2:25][CH2:26]C2C(=O)N(C([O-])=O)C=CC=2)[CH:21]=[CH:20][CH:19]=[CH:18][CH:17]=1.